From a dataset of NCI-60 drug combinations with 297,098 pairs across 59 cell lines. Regression. Given two drug SMILES strings and cell line genomic features, predict the synergy score measuring deviation from expected non-interaction effect. (1) Drug 1: CN1CCC(CC1)COC2=C(C=C3C(=C2)N=CN=C3NC4=C(C=C(C=C4)Br)F)OC. Drug 2: CC1=C(C=C(C=C1)NC2=NC=CC(=N2)N(C)C3=CC4=NN(C(=C4C=C3)C)C)S(=O)(=O)N.Cl. Cell line: TK-10. Synergy scores: CSS=25.5, Synergy_ZIP=5.96, Synergy_Bliss=8.78, Synergy_Loewe=-14.3, Synergy_HSA=8.40. (2) Drug 1: C1=CN(C=N1)CC(O)(P(=O)(O)O)P(=O)(O)O. Drug 2: C(=O)(N)NO. Cell line: SW-620. Synergy scores: CSS=0.392, Synergy_ZIP=1.44, Synergy_Bliss=3.69, Synergy_Loewe=-1.27, Synergy_HSA=0.0464.